Task: Predict the reactants needed to synthesize the given product.. Dataset: Full USPTO retrosynthesis dataset with 1.9M reactions from patents (1976-2016) Given the product [F:17][C:18]1[CH:23]=[C:22]([F:24])[CH:21]=[CH:20][C:19]=1[S:25]([NH:1][C:2]1[CH:10]=[CH:9][C:5]([C:6]([OH:8])=[O:7])=[CH:4][CH:3]=1)(=[O:27])=[O:26], predict the reactants needed to synthesize it. The reactants are: [NH2:1][C:2]1[CH:10]=[CH:9][C:5]([C:6]([OH:8])=[O:7])=[CH:4][CH:3]=1.N1C=CC=CC=1.[F:17][C:18]1[CH:23]=[C:22]([F:24])[CH:21]=[CH:20][C:19]=1[S:25](Cl)(=[O:27])=[O:26].